This data is from Forward reaction prediction with 1.9M reactions from USPTO patents (1976-2016). The task is: Predict the product of the given reaction. (1) Given the reactants [N:1]1([C:11]2[C:20]3[C:15](=[CH:16][CH:17]=[C:18]([C:21]4[CH:22]=[C:23]5[CH:29]=[CH:28][NH:27][C:24]5=[N:25][CH:26]=4)[CH:19]=3)[N:14]=[CH:13][N:12]=2)[C:10]2[C:5](=[CH:6][CH:7]=[CH:8][CH:9]=2)[CH2:4][CH2:3][CH2:2]1.CC1(C)C(C)(C)OB(C2C=C3C=CN([Si:47]([CH:54]([CH3:56])[CH3:55])([CH:51]([CH3:53])[CH3:52])[CH:48]([CH3:50])[CH3:49])C3=NC=2)O1.C(=O)([O-])O.[Na+], predict the reaction product. The product is: [N:1]1([C:11]2[C:20]3[C:15](=[CH:16][CH:17]=[C:18]([C:21]4[CH:22]=[C:23]5[CH:29]=[CH:28][N:27]([Si:47]([CH:54]([CH3:56])[CH3:55])([CH:51]([CH3:53])[CH3:52])[CH:48]([CH3:50])[CH3:49])[C:24]5=[N:25][CH:26]=4)[CH:19]=3)[N:14]=[CH:13][N:12]=2)[C:10]2[C:5](=[CH:6][CH:7]=[CH:8][CH:9]=2)[CH2:4][CH2:3][CH2:2]1. (2) Given the reactants F[C:2]1[CH:3]=[N:4][CH:5]=[CH:6][C:7]=1[C:8]1[S:9][C:10]2[C:15]([N:16]=1)=[CH:14][C:13]([C:17]([F:20])([F:19])[F:18])=[CH:12][N:11]=2.[Na].[CH2:22]([SH:24])[CH3:23].CN(C=O)C, predict the reaction product. The product is: [CH2:22]([S:24][C:2]1[CH:3]=[N:4][CH:5]=[CH:6][C:7]=1[C:8]1[S:9][C:10]2[C:15]([N:16]=1)=[CH:14][C:13]([C:17]([F:20])([F:19])[F:18])=[CH:12][N:11]=2)[CH3:23]. (3) Given the reactants [F:1][C:2]([F:7])([F:6])[C:3]([OH:5])=[O:4].ClCCl.C([O:15][C:16]([N:18]1[CH2:23][CH2:22][CH:21]([N:24]2[C:28]3=[N:29][CH:30]=[N:31][C:32]([O:33][C:34]4[CH:39]=[CH:38][C:37]([N:40]5[C:44]([CH3:45])=[N:43][N:42]=[N:41]5)=[CH:36][CH:35]=4)=[C:27]3[CH:26]=[N:25]2)[CH2:20][CH2:19]1)=[O:17])(C)(C)C, predict the reaction product. The product is: [F:1][C:2]([F:7])([F:6])[C:3]([OH:5])=[O:4].[CH3:45][C:44]1[N:40]([C:37]2[CH:36]=[CH:35][C:34]([O:33][C:32]3[N:31]=[CH:30][N:29]=[C:28]4[N:24]([CH:21]5[CH2:22][CH2:23][N:18]([C:16]([OH:17])=[O:15])[CH2:19][CH2:20]5)[N:25]=[CH:26][C:27]=34)=[CH:39][CH:38]=2)[N:41]=[N:42][N:43]=1. (4) Given the reactants Br[C:2]1[CH:3]=[CH:4][C:5]2[O:22][C:9]3[CH2:10][CH2:11][N:12]([C:15]([O:17][C:18]([CH3:21])([CH3:20])[CH3:19])=[O:16])[CH2:13][CH2:14][C:8]=3[C:6]=2[CH:7]=1.[F:23][C:24]1[CH:25]=[CH:26][C:27]([CH2:30][O:31][C:32]2[CH:37]=[CH:36][NH:35][C:34](=[O:38])[CH:33]=2)=[N:28][CH:29]=1, predict the reaction product. The product is: [F:23][C:24]1[CH:25]=[CH:26][C:27]([CH2:30][O:31][C:32]2[CH:37]=[CH:36][N:35]([C:2]3[CH:3]=[CH:4][C:5]4[O:22][C:9]5[CH2:10][CH2:11][N:12]([C:15]([O:17][C:18]([CH3:21])([CH3:20])[CH3:19])=[O:16])[CH2:13][CH2:14][C:8]=5[C:6]=4[CH:7]=3)[C:34](=[O:38])[CH:33]=2)=[N:28][CH:29]=1. (5) The product is: [Cl:1][C:2]1[CH:3]=[C:4]2[C:8](=[CH:9][CH:10]=1)[N:7]([S:11]([C:14]1[CH:19]=[CH:18][C:17]([O:20][CH3:21])=[CH:16][C:15]=1[O:22][C:23]([F:25])([F:26])[F:24])(=[O:12])=[O:13])[C:6](=[O:27])[C:5]2([N:39]1[CH2:48][C@H:47]([OH:49])[CH2:46][C@H:40]1[C:41]([N:43]([CH3:45])[CH3:44])=[O:42])[C:28]1[CH:33]=[C:32]([CH2:34][CH2:35][N:54]2[CH2:55][CH2:56][N:51]([CH3:50])[CH2:52][CH2:53]2)[CH:31]=[CH:30][C:29]=1[O:37][CH3:38]. Given the reactants [Cl:1][C:2]1[CH:3]=[C:4]2[C:8](=[CH:9][CH:10]=1)[N:7]([S:11]([C:14]1[CH:19]=[CH:18][C:17]([O:20][CH3:21])=[CH:16][C:15]=1[O:22][C:23]([F:26])([F:25])[F:24])(=[O:13])=[O:12])[C:6](=[O:27])[C:5]2([N:39]1[CH2:48][C@H:47]([OH:49])[CH2:46][C@H:40]1[C:41]([N:43]([CH3:45])[CH3:44])=[O:42])[C:28]1[CH:33]=[C:32]([CH2:34][CH:35]=O)[CH:31]=[CH:30][C:29]=1[O:37][CH3:38].[CH3:50][N:51]1[CH2:56][CH2:55][NH:54][CH2:53][CH2:52]1, predict the reaction product. (6) The product is: [CH3:14][O:15][C:16]1[CH:17]=[CH:18][C:19]([C:22]2[CH:23]=[CH:24][C:25]([S:28]([NH:31][CH:32]([CH2:37][CH:38]([OH:40])[CH2:39][S:11][C:9]3[S:10][C:6]4[CH:5]=[C:4]([O:3][CH2:1][CH3:2])[CH:13]=[CH:12][C:7]=4[N:8]=3)[C:33]([OH:35])=[O:34])(=[O:29])=[O:30])=[CH:26][CH:27]=2)=[CH:20][CH:21]=1. Given the reactants [CH2:1]([O:3][C:4]1[CH:13]=[CH:12][C:7]2[N:8]=[C:9]([SH:11])[S:10][C:6]=2[CH:5]=1)[CH3:2].[CH3:14][O:15][C:16]1[CH:21]=[CH:20][C:19]([C:22]2[CH:27]=[CH:26][C:25]([S:28]([NH:31][CH:32]([CH2:37][CH:38]3[O:40][CH2:39]3)[C:33]([O:35]C)=[O:34])(=[O:30])=[O:29])=[CH:24][CH:23]=2)=[CH:18][CH:17]=1, predict the reaction product. (7) Given the reactants [CH3:1][O:2][C:3]1[CH:4]=[C:5]2[C:10](=[CH:11][CH:12]=1)[C:9]([O:13][C:14]1[CH:19]=[CH:18][C:17](/[CH:20]=[CH:21]/[C:22]([O:24]CC)=[O:23])=[CH:16][CH:15]=1)=[C:8]([C:27]1[CH:32]=[CH:31][CH:30]=[CH:29][CH:28]=1)[C:7]([CH2:33][CH2:34][CH3:35])=[CH:6]2.[OH-].[Na+], predict the reaction product. The product is: [CH3:1][O:2][C:3]1[CH:4]=[C:5]2[C:10](=[CH:11][CH:12]=1)[C:9]([O:13][C:14]1[CH:15]=[CH:16][C:17](/[CH:20]=[CH:21]/[C:22]([OH:24])=[O:23])=[CH:18][CH:19]=1)=[C:8]([C:27]1[CH:32]=[CH:31][CH:30]=[CH:29][CH:28]=1)[C:7]([CH2:33][CH2:34][CH3:35])=[CH:6]2. (8) Given the reactants [Br:1][C:2]1[CH:3]=[C:4](/[C:8](/[CH3:17])=[CH:9]/[C:10]([O:12]C(C)(C)C)=[O:11])[CH:5]=[CH:6][CH:7]=1, predict the reaction product. The product is: [Br:1][C:2]1[CH:3]=[C:4](/[C:8](/[CH3:17])=[CH:9]/[C:10]([OH:12])=[O:11])[CH:5]=[CH:6][CH:7]=1.